From a dataset of Full USPTO retrosynthesis dataset with 1.9M reactions from patents (1976-2016). Predict the reactants needed to synthesize the given product. (1) The reactants are: [CH2:1]([O:3][C:4](=[O:24])[C:5]1[CH:10]=[CH:9][CH:8]=[C:7]([S:11][C:12]2[C:20]3[C:15](=[CH:16][C:17]([Cl:21])=[CH:18][CH:19]=3)[NH:14][C:13]=2[CH3:22])[C:6]=1[CH3:23])[CH3:2].Br[C:26]1[CH:27]=[N:28][N:29]([CH3:31])[CH:30]=1. Given the product [CH2:1]([O:3][C:4](=[O:24])[C:5]1[CH:10]=[CH:9][CH:8]=[C:7]([S:11][C:12]2[C:20]3[C:15](=[CH:16][C:17]([Cl:21])=[CH:18][CH:19]=3)[N:14]([C:26]3[CH:27]=[N:28][N:29]([CH3:31])[CH:30]=3)[C:13]=2[CH3:22])[C:6]=1[CH3:23])[CH3:2], predict the reactants needed to synthesize it. (2) The reactants are: [N+:1]([C:4]1[C:5](O)=[N:6][CH:7]=[C:8]([C:10]([F:13])([F:12])[F:11])[CH:9]=1)([O-:3])=[O:2].C(Cl)(=O)C(Cl)=O.[CH3:21][N:22]([CH3:28])[CH2:23][CH2:24][CH2:25][NH:26][CH3:27].C([O-])([O-])=O.[K+].[K+]. Given the product [CH3:21][N:22]([CH3:28])[CH2:23][CH2:24][CH2:25][N:26]([CH3:27])[C:5]1[C:4]([N+:1]([O-:3])=[O:2])=[CH:9][C:8]([C:10]([F:13])([F:12])[F:11])=[CH:7][N:6]=1, predict the reactants needed to synthesize it.